From a dataset of Catalyst prediction with 721,799 reactions and 888 catalyst types from USPTO. Predict which catalyst facilitates the given reaction. (1) Reactant: C(N(CC)CC)C.Cl[C:9](=[O:14])[C:10]([O:12][CH3:13])=[O:11].[Cl:15][C:16]1[CH:22]=[CH:21][C:19]([NH2:20])=[CH:18][CH:17]=1.Cl. Product: [Cl:15][C:16]1[CH:22]=[CH:21][C:19]([NH:20][C:9](=[O:14])[C:10]([O:12][CH3:13])=[O:11])=[CH:18][CH:17]=1. The catalyst class is: 2. (2) Reactant: [N:1]1([C:7]2[CH:12]=[N:11][CH:10]=[C:9]([O:13][CH2:14][C:15]3[CH:16]=[C:17]([CH:20]=[CH:21][CH:22]=3)[C:18]#[N:19])[N:8]=2)[CH2:6][CH2:5][NH:4][CH2:3][CH2:2]1.[OH-:23].[Na+]. Product: [N:1]1([C:7]2[CH:12]=[N:11][CH:10]=[C:9]([O:13][CH2:14][C:15]3[CH:16]=[C:17]([CH:20]=[CH:21][CH:22]=3)[C:18]([NH2:19])=[O:23])[N:8]=2)[CH2:6][CH2:5][NH:4][CH2:3][CH2:2]1. The catalyst class is: 5. (3) Reactant: [Br:1][C:2]1[CH:3]=[N:4][C:5]([O:8]N2C3=NC=CC=C3N=N2)=[N:6][CH:7]=1.[NH:18]1[C:26]2[C:21](=[CH:22][C:23](B(O)O)=[CH:24][CH:25]=2)[CH:20]=[CH:19]1.C([O-])([O-])=O.[Cs+].[Cs+]. Product: [Br:1][C:2]1[CH:7]=[N:6][C:5]([O:8][C:23]2[CH:22]=[C:21]3[C:26](=[CH:25][CH:24]=2)[NH:18][CH:19]=[CH:20]3)=[N:4][CH:3]=1. The catalyst class is: 104. (4) Reactant: C(O)(C(F)(F)F)=O.C(OC([N:15]1[C:23]2[C:18](=[CH:19][C:20]([O:24][CH3:25])=[CH:21][CH:22]=2)[CH:17]=[C:16]1[C:26]1[CH:31]=[CH:30][C:29]([Cl:32])=[C:28]([S:33](=[O:42])(=[O:41])[NH:34][CH:35]2[CH2:40][CH2:39][CH2:38][CH2:37][CH2:36]2)[CH:27]=1)=O)(C)(C)C. Product: [Cl:32][C:29]1[CH:30]=[CH:31][C:26]([C:16]2[NH:15][C:23]3[C:18]([CH:17]=2)=[CH:19][C:20]([O:24][CH3:25])=[CH:21][CH:22]=3)=[CH:27][C:28]=1[S:33]([NH:34][CH:35]1[CH2:36][CH2:37][CH2:38][CH2:39][CH2:40]1)(=[O:42])=[O:41]. The catalyst class is: 2. (5) Reactant: Br[C:2]1[CH:10]=[C:9]2[C:5]([CH:6]=[N:7][N:8]2[CH3:11])=[C:4]([C:12]2[O:13][C:14]([CH2:17][N:18]3[CH2:23][CH2:22][N:21]([CH:24]([CH3:26])[CH3:25])[CH2:20][CH2:19]3)=[N:15][N:16]=2)[CH:3]=1.CC1(C)C(C)(C)OB([C:35]2[CH:43]=[CH:42][CH:41]=[C:40]3[C:36]=2[CH:37]=[CH:38][NH:39]3)O1.C(=O)([O-])[O-].[Na+].[Na+]. Product: [NH:39]1[C:40]2[C:36](=[C:35]([C:2]3[CH:10]=[C:9]4[C:5]([CH:6]=[N:7][N:8]4[CH3:11])=[C:4]([C:12]4[O:13][C:14]([CH2:17][N:18]5[CH2:23][CH2:22][N:21]([CH:24]([CH3:26])[CH3:25])[CH2:20][CH2:19]5)=[N:15][N:16]=4)[CH:3]=3)[CH:43]=[CH:42][CH:41]=2)[CH:37]=[CH:38]1. The catalyst class is: 38.